The task is: Predict the product of the given reaction.. This data is from Forward reaction prediction with 1.9M reactions from USPTO patents (1976-2016). (1) Given the reactants [N+:1]([C:4]1[CH:9]=[CH:8][CH:7]=[CH:6][C:5]=1[CH2:10][C:11]([OH:13])=[O:12])([O-:3])=[O:2].S(=O)(=O)(O)O.[CH3:19]O, predict the reaction product. The product is: [N+:1]([C:4]1[CH:9]=[CH:8][CH:7]=[CH:6][C:5]=1[CH2:10][C:11]([O:13][CH3:19])=[O:12])([O-:3])=[O:2]. (2) Given the reactants [Si:1]([O:8][CH2:9][C@@H:10]([N:17]([CH3:25])[C:18](=[O:24])[O:19][C:20]([CH3:23])([CH3:22])[CH3:21])[CH2:11][C:12]([CH3:16])([CH3:15])[CH2:13][OH:14])([C:4]([CH3:7])([CH3:6])[CH3:5])([CH3:3])[CH3:2].N1C=CC=CC=1.[C:32](Cl)(=[O:34])[CH3:33], predict the reaction product. The product is: [C:32]([O:14][CH2:13][C:12]([CH3:16])([CH3:15])[CH2:11][C@H:10]([N:17]([C:18]([O:19][C:20]([CH3:23])([CH3:22])[CH3:21])=[O:24])[CH3:25])[CH2:9][O:8][Si:1]([C:4]([CH3:7])([CH3:5])[CH3:6])([CH3:2])[CH3:3])(=[O:34])[CH3:33].